This data is from Forward reaction prediction with 1.9M reactions from USPTO patents (1976-2016). The task is: Predict the product of the given reaction. (1) Given the reactants I[CH3:2].[Cl:3][C:4]1[CH:5]=[C:6]([NH:15][C:16]([N:18]2[CH2:23][CH2:22][N:21]([C@H:24]([CH2:38][OH:39])[CH2:25][CH2:26][C:27]([N:29]3[CH2:36][CH2:35][C:32]4([CH2:34][CH2:33]4)[C@H:31]([OH:37])[CH2:30]3)=[O:28])[C:20](=[O:40])[C@@H:19]2[CH3:41])=[O:17])[CH:7]=[CH:8][C:9]=1[O:10][C:11]([F:14])([F:13])[F:12], predict the reaction product. The product is: [Cl:3][C:4]1[CH:5]=[C:6]([N:15]([CH3:2])[C:16]([N:18]2[CH2:23][CH2:22][N:21]([C@H:24]([CH2:38][OH:39])[CH2:25][CH2:26][C:27]([N:29]3[CH2:36][CH2:35][C:32]4([CH2:33][CH2:34]4)[C@H:31]([OH:37])[CH2:30]3)=[O:28])[C:20](=[O:40])[C@@H:19]2[CH3:41])=[O:17])[CH:7]=[CH:8][C:9]=1[O:10][C:11]([F:13])([F:14])[F:12]. (2) Given the reactants [Cl:1][C:2]1[C:10]([O:11][CH3:12])=[C:9]([O:13][CH3:14])[CH:8]=[C:7]([N+:15]([O-])=O)[C:3]=1[C:4]([NH2:6])=[O:5], predict the reaction product. The product is: [NH2:15][C:7]1[C:3]([C:4]([NH2:6])=[O:5])=[C:2]([Cl:1])[C:10]([O:11][CH3:12])=[C:9]([O:13][CH3:14])[CH:8]=1.